Dataset: Peptide-MHC class I binding affinity with 185,985 pairs from IEDB/IMGT. Task: Regression. Given a peptide amino acid sequence and an MHC pseudo amino acid sequence, predict their binding affinity value. This is MHC class I binding data. The peptide sequence is IHQEDKIL. The MHC is Mamu-A07 with pseudo-sequence Mamu-A07. The binding affinity (normalized) is 0.345.